This data is from Catalyst prediction with 721,799 reactions and 888 catalyst types from USPTO. The task is: Predict which catalyst facilitates the given reaction. (1) Reactant: [NH2:1][C:2]1[CH:3]=[C:4]([CH:11]=[CH:12][C:13]=1[CH3:14])[C:5]([NH:7][CH:8]1[CH2:10][CH2:9]1)=[O:6].[CH2:15]([O:17][C:18]([N:20]1[C:28]2[C:23](=[CH:24][CH:25]=[C:26]([C:29](O)=[O:30])[CH:27]=2)[CH:22]=[CH:21]1)=[O:19])[CH3:16].C(N(CC)CC)C.F[P-](F)(F)(F)(F)F.N1(O[P+](N(C)C)(N(C)C)N(C)C)C2C=CC=CC=2N=N1.C(O)(C(F)(F)F)=O. Product: [CH:8]1([NH:7][C:5]([C:4]2[CH:11]=[CH:12][C:13]([CH3:14])=[C:2]([NH:1][C:29]([C:26]3[CH:27]=[C:28]4[C:23]([CH:22]=[CH:21][N:20]4[C:18]([O:17][CH2:15][CH3:16])=[O:19])=[CH:24][CH:25]=3)=[O:30])[CH:3]=2)=[O:6])[CH2:9][CH2:10]1. The catalyst class is: 656. (2) Reactant: [CH3:1][S-:2].[Na+].[O:4]=[S:5]1(=[O:35])[C:11]2[CH:12]=[C:13]([O:17][CH3:18])[C:14](Br)=[CH:15][C:10]=2[N:9]([C:19]2[CH:24]=[CH:23][C:22]([Cl:25])=[CH:21][CH:20]=2)[C:8](=[O:26])[C:7]([CH2:31][CH2:32][CH2:33][CH3:34])([CH2:27][CH2:28][CH2:29][CH3:30])[CH2:6]1. Product: [O:4]=[S:5]1(=[O:35])[C:11]2[CH:12]=[C:13]([O:17][CH3:18])[C:14]([S:2][CH3:1])=[CH:15][C:10]=2[N:9]([C:19]2[CH:24]=[CH:23][C:22]([Cl:25])=[CH:21][CH:20]=2)[C:8](=[O:26])[C:7]([CH2:31][CH2:32][CH2:33][CH3:34])([CH2:27][CH2:28][CH2:29][CH3:30])[CH2:6]1. The catalyst class is: 3. (3) Reactant: [SH:1][CH2:2][C:3]([NH2:5])=[O:4].[CH2:6]([O:13][CH2:14][C@@H:15]([CH3:34])[CH2:16][C:17]1[N:22]=[C:21](Cl)[C:20]([C:24]#[N:25])=[C:19]([C:26]2[CH:31]=[CH:30][C:29]([Cl:32])=[C:28]([Cl:33])[CH:27]=2)[N:18]=1)[C:7]1[CH:12]=[CH:11][CH:10]=[CH:9][CH:8]=1.C([O-])([O-])=O.[K+].[K+]. Product: [NH2:25][C:24]1[C:20]2[C:19]([C:26]3[CH:31]=[CH:30][C:29]([Cl:32])=[C:28]([Cl:33])[CH:27]=3)=[N:18][C:17]([CH2:16][C@H:15]([CH3:34])[CH2:14][O:13][CH2:6][C:7]3[CH:8]=[CH:9][CH:10]=[CH:11][CH:12]=3)=[N:22][C:21]=2[S:1][C:2]=1[C:3]([NH2:5])=[O:4]. The catalyst class is: 8. (4) Reactant: [CH2:1]([O:8][C:9]([N:11]1[CH2:15][CH:14]2[CH:16]([O:20]C(=O)C3C=CC=CC=3)[CH:17]([F:19])[CH2:18][CH:13]2[CH2:12]1)=[O:10])[C:2]1[CH:7]=[CH:6][CH:5]=[CH:4][CH:3]=1.C[O-].[Na+].[Cl-].[NH4+]. Product: [CH2:1]([O:8][C:9]([N:11]1[CH2:15][CH:14]2[CH:16]([OH:20])[CH:17]([F:19])[CH2:18][CH:13]2[CH2:12]1)=[O:10])[C:2]1[CH:3]=[CH:4][CH:5]=[CH:6][CH:7]=1. The catalyst class is: 5. (5) Reactant: [N:1]1[C:8]([Cl:9])=[N:7][C:5]([Cl:6])=[N:4][C:2]=1[Cl:3].[Cl-].[Al+3].[Cl-].[Cl-].[OH-].[Al+3].[OH-].[OH-].[C:18]1([CH3:25])[CH:23]=[CH:22][CH:21]=[C:20]([CH3:24])[CH:19]=1. Product: [N:1]1[C:8]([Cl:9])=[N:7][C:5]([Cl:6])=[N:4][C:2]=1[Cl:3].[Cl:3][C:2]1[N:4]=[C:5]([C:23]2[CH:22]=[CH:21][C:20]([CH3:24])=[CH:19][C:18]=2[CH3:25])[N:7]=[C:8]([C:23]2[CH:22]=[CH:21][C:20]([CH3:24])=[CH:19][C:18]=2[CH3:25])[N:1]=1.[CH3:25][C:18]1[CH:19]=[C:20]([CH3:24])[CH:21]=[CH:22][C:23]=1[C:2]1[N:4]=[C:5]([C:23]2[CH:22]=[CH:21][C:20]([CH3:24])=[CH:19][C:18]=2[CH3:25])[N:7]=[C:8]([C:23]2[CH:22]=[CH:21][C:20]([CH3:24])=[CH:19][C:18]=2[CH3:25])[N:1]=1. The catalyst class is: 159. (6) Reactant: [Si:1]([O:8][CH:9]([CH2:20][O:21][C:22]1[CH:27]=[CH:26][CH:25]=[C:24]([C:28]2[N:33]=[C:32]([Cl:34])[CH:31]=[C:30](Cl)[N:29]=2)[CH:23]=1)[CH2:10][N:11]([CH3:19])[C:12](=[O:18])[O:13][C:14]([CH3:17])([CH3:16])[CH3:15])([C:4]([CH3:7])([CH3:6])[CH3:5])([CH3:3])[CH3:2].C(N(CC)CC)C.[CH3:43][NH:44][CH:45]1[CH2:50][CH2:49][O:48][CH2:47][CH2:46]1. Product: [C:14]([O:13][C:12](=[O:18])[N:11]([CH2:10][CH:9]([O:8][Si:1]([C:4]([CH3:5])([CH3:7])[CH3:6])([CH3:2])[CH3:3])[CH2:20][O:21][C:22]1[CH:27]=[CH:26][CH:25]=[C:24]([C:28]2[N:33]=[C:32]([Cl:34])[CH:31]=[C:30]([N:44]([CH3:43])[CH:45]3[CH2:50][CH2:49][O:48][CH2:47][CH2:46]3)[N:29]=2)[CH:23]=1)[CH3:19])([CH3:16])([CH3:15])[CH3:17]. The catalyst class is: 31.